This data is from Reaction yield outcomes from USPTO patents with 853,638 reactions. The task is: Predict the reaction yield, written as a fraction of the theoretical maximum amount of product (1.0 means a 100% yield; for example, 0.34 means a 34% yield). (1) The reactants are [F:1][C:2]1[C:10]([NH:11][S:12]([C:15]2[O:16][CH:17]=[CH:18][CH:19]=2)(=[O:14])=[O:13])=[CH:9][CH:8]=[C:7]([F:20])[C:3]=1C(O)=O.C([N:23](CC)CC)C.C1(P(N=[N+]=[N-])(C2C=CC=CC=2)=O)C=CC=CC=1. The catalyst is CN(C=O)C.O. The product is [NH2:23][C:3]1[C:2]([F:1])=[C:10]([NH:11][S:12]([C:15]2[O:16][CH:17]=[CH:18][CH:19]=2)(=[O:14])=[O:13])[CH:9]=[CH:8][C:7]=1[F:20]. The yield is 0.355. (2) The reactants are [CH3:1][NH:2][C:3]([C:5]1[C:9]2[CH:10]=[C:11]([O:15][CH:16]([CH3:18])[CH3:17])[C:12]([NH2:14])=[CH:13][C:8]=2[O:7][C:6]=1[C:19]1[CH:24]=[CH:23][C:22]([F:25])=[CH:21][CH:20]=1)=[O:4].[CH2:26](N(CC)CC)C.COS(OC)(=O)=O.O. The catalyst is C(OCC)C. The product is [CH3:1][NH:2][C:3]([C:5]1[C:9]2[CH:10]=[C:11]([O:15][CH:16]([CH3:18])[CH3:17])[C:12]([NH:14][CH3:26])=[CH:13][C:8]=2[O:7][C:6]=1[C:19]1[CH:20]=[CH:21][C:22]([F:25])=[CH:23][CH:24]=1)=[O:4]. The yield is 0.560.